This data is from Catalyst prediction with 721,799 reactions and 888 catalyst types from USPTO. The task is: Predict which catalyst facilitates the given reaction. (1) Reactant: [F:1][C:2]([F:14])([F:13])[C:3]1[CH:4]=[C:5]([CH:10]=[CH:11][CH:12]=1)[CH:6]=[CH:7][CH:8]=O.[C:15]1([C@H:25]([NH2:27])[CH3:26])[C:24]2[C:19](=[CH:20][CH:21]=[CH:22][CH:23]=2)[CH:18]=[CH:17][CH:16]=1.Cl. Product: [CH3:26][CH:25]([C:15]1[C:24]2[C:19](=[CH:20][CH:21]=[CH:22][CH:23]=2)[CH:18]=[CH:17][CH:16]=1)[NH:27][CH2:8][CH2:7][CH2:6][C:5]1[CH:10]=[CH:11][CH:12]=[C:3]([C:2]([F:14])([F:13])[F:1])[CH:4]=1. The catalyst class is: 293. (2) Reactant: [Li+].[OH-].C([O:5][C:6]([C:8]1[C:9]([Cl:19])=[C:10]([Cl:18])[C:11](=[O:17])[N:12]2[C:16]=1[CH2:15][CH2:14][CH2:13]2)=[O:7])C.CO. Product: [Cl:18][C:10]1[C:11](=[O:17])[N:12]2[C:16](=[C:8]([C:6]([OH:7])=[O:5])[C:9]=1[Cl:19])[CH2:15][CH2:14][CH2:13]2. The catalyst class is: 1. (3) Reactant: [Cl:1][C:2]1[CH:7]=[CH:6][C:5]([O:8][C:9](=[O:24])[N:10]([CH2:12][CH2:13][C@H:14]2[CH2:19][CH2:18][C@H:17](/[CH:20]=[CH:21]/[CH2:22]Cl)[CH2:16][CH2:15]2)[CH3:11])=[CH:4][CH:3]=1.[CH2:25]([NH:28][CH3:29])[CH:26]=[CH2:27]. Product: [Cl:1][C:2]1[CH:7]=[CH:6][C:5]([O:8][C:9](=[O:24])[N:10]([CH2:12][CH2:13][C@H:14]2[CH2:19][CH2:18][C@H:17](/[CH:20]=[CH:21]/[CH2:22][N:28]([CH2:25][CH:26]=[CH2:27])[CH3:29])[CH2:16][CH2:15]2)[CH3:11])=[CH:4][CH:3]=1. The catalyst class is: 80. (4) Reactant: C(OC([CH2:8][NH:9][C:10]1[N:15]=[C:14]([CH:16]([OH:18])[CH3:17])[CH:13]=[CH:12][CH:11]=1)=O)(C)(C)C.Cl. Product: [CH3:8][NH:9][C:10]1[N:15]=[C:14]([CH:16]([OH:18])[CH3:17])[CH:13]=[CH:12][CH:11]=1. The catalyst class is: 12.